Task: Predict the reactants needed to synthesize the given product.. Dataset: Full USPTO retrosynthesis dataset with 1.9M reactions from patents (1976-2016) (1) Given the product [CH2:1]([O:8][C:9]1[CH:10]=[C:11]2[C:16](=[CH:17][CH:18]=1)[C:15](=[O:19])[N:14]([CH2:20][CH:21]([CH3:23])[CH3:22])[C:13]([C:24]([OH:26])=[O:25])=[C:12]2[O:29][CH2:30][CH2:31][CH2:32][C:33]([F:34])([F:35])[F:36])[C:2]1[CH:3]=[CH:4][CH:5]=[CH:6][CH:7]=1, predict the reactants needed to synthesize it. The reactants are: [CH2:1]([O:8][C:9]1[CH:10]=[C:11]2[C:16](=[CH:17][CH:18]=1)[C:15](=[O:19])[N:14]([CH2:20][CH:21]([CH3:23])[CH3:22])[C:13]([C:24]([O:26]CC)=[O:25])=[C:12]2[O:29][CH2:30][CH2:31][CH2:32][C:33]([F:36])([F:35])[F:34])[C:2]1[CH:7]=[CH:6][CH:5]=[CH:4][CH:3]=1.[OH-].[Na+].O.Cl. (2) Given the product [C:1]([C:3]1[CH:4]=[C:5]([CH:9]=[CH:10][CH:11]=1)[C:6]([N:14]([O:15][CH3:18])[CH3:13])=[O:7])#[N:2], predict the reactants needed to synthesize it. The reactants are: [C:1]([C:3]1[CH:4]=[C:5]([CH:9]=[CH:10][CH:11]=1)[C:6](O)=[O:7])#[N:2].Cl.[CH3:13][N:14](C)[OH:15].O.[CH2:18]1COCC1. (3) Given the product [CH3:18][N:16]1[CH:17]=[C:13]([C:11]2[N:12]=[C:6]3[C:5]([NH:19][C@H:20]4[C@@H:24]([CH3:25])[CH2:23][NH:22][CH2:21]4)=[C:4]([C:1]([NH2:2])=[O:3])[CH:9]=[N:8][N:7]3[CH:10]=2)[CH:14]=[N:15]1.[C:33]([OH:39])([C:35]([F:38])([F:37])[F:36])=[O:34], predict the reactants needed to synthesize it. The reactants are: [C:1]([C:4]1[CH:9]=[N:8][N:7]2[CH:10]=[C:11]([C:13]3[CH:14]=[N:15][N:16]([CH3:18])[CH:17]=3)[N:12]=[C:6]2[C:5]=1[NH:19][C@H:20]1[C@@H:24]([CH3:25])[CH2:23][N:22](C(OC(C)(C)C)=O)[CH2:21]1)(=[O:3])[NH2:2].[C:33]([OH:39])([C:35]([F:38])([F:37])[F:36])=[O:34]. (4) Given the product [CH2:1]([C:5]1[N:10]=[CH:9][C:8]([C:11]2[O:15][N:14]=[C:13]([C:16]3[CH:21]=[CH:20][C:19]([CH2:22][C:23]([N:33]4[CH2:34][CH:31]([C:29]([OH:30])=[O:28])[CH2:32]4)=[O:25])=[CH:18][CH:17]=3)[N:12]=2)=[CH:7][C:6]=1[CH3:26])[CH:2]([CH3:4])[CH3:3], predict the reactants needed to synthesize it. The reactants are: [CH2:1]([C:5]1[N:10]=[CH:9][C:8]([C:11]2[O:15][N:14]=[C:13]([C:16]3[CH:21]=[CH:20][C:19]([CH2:22][C:23]([OH:25])=O)=[CH:18][CH:17]=3)[N:12]=2)=[CH:7][C:6]=1[CH3:26])[CH:2]([CH3:4])[CH3:3].C[O:28][C:29]([CH:31]1[CH2:34][NH:33][CH2:32]1)=[O:30]. (5) Given the product [CH3:40][CH:41]([CH3:44])[CH2:42][N:13]([CH2:14][C@H:15]([NH:23][C:24]([O:26][CH2:27][C:28]1[S:32][CH:31]=[N:30][CH:29]=1)=[O:25])[CH2:16][C:17]1[CH:18]=[CH:19][CH:20]=[CH:21][CH:22]=1)[CH2:12][C@H:11]([NH:10][C:8]([O:7][CH2:6][C:5]1[S:1][CH:2]=[N:3][CH:4]=1)=[O:9])[CH2:33][C:34]1[CH:39]=[CH:38][CH:37]=[CH:36][CH:35]=1, predict the reactants needed to synthesize it. The reactants are: [S:1]1[C:5]([CH2:6][O:7][C:8]([NH:10][C@H:11]([CH2:33][C:34]2[CH:39]=[CH:38][CH:37]=[CH:36][CH:35]=2)[CH2:12][NH:13][CH2:14][C@H:15]([NH:23][C:24]([O:26][CH2:27][C:28]2[S:32][CH:31]=[N:30][CH:29]=2)=[O:25])[CH2:16][C:17]2[CH:22]=[CH:21][CH:20]=[CH:19][CH:18]=2)=[O:9])=[CH:4][N:3]=[CH:2]1.[CH3:40][CH:41]([CH3:44])[CH:42]=O.C(O)(=O)C.C(O[BH-](OC(=O)C)OC(=O)C)(=O)C.[Na+]. (6) Given the product [C:8]12([C:3]3=[CH:2][C:1]([O:6][C:4]3=[O:5])=[O:7])[CH2:14][CH:11]([CH2:12][CH2:13]1)[CH:10]=[CH:9]2.[C:15]([O:19][C:20](=[O:23])[CH:21]=[CH2:22])([CH3:18])([CH3:17])[CH3:16].[C:24]([O:28][CH2:29][CH2:30][O:31][CH2:32][CH2:33][OH:34])(=[O:27])[CH:25]=[CH2:26], predict the reactants needed to synthesize it. The reactants are: [C:1]1(=[O:7])[O:6][C:4](=[O:5])[CH:3]=[CH:2]1.[CH:8]12[CH2:14][CH:11]([CH2:12][CH2:13]1)[CH:10]=[CH:9]2.[C:15]([O:19][C:20](=[O:23])[CH:21]=[CH2:22])([CH3:18])([CH3:17])[CH3:16].[C:24]([O:28][CH2:29][CH2:30][O:31][CH2:32][CH2:33][OH:34])(=[O:27])[CH:25]=[CH2:26].